Dataset: Catalyst prediction with 721,799 reactions and 888 catalyst types from USPTO. Task: Predict which catalyst facilitates the given reaction. (1) Reactant: [CH2:1]([O:3][C:4](=[O:13])[C:5]1[CH:10]=[C:9]([F:11])[CH:8]=[C:7](Br)[CH:6]=1)[CH3:2].C1(P(C2C=CC=CC=2)C2C3OC4C(=CC=CC=4P(C4C=CC=CC=4)C4C=CC=CC=4)C(C)(C)C=3C=CC=2)C=CC=CC=1.[CH3:56][O:57][C:58]1[CH:65]=[CH:64][C:61]([CH2:62][SH:63])=[CH:60][CH:59]=1.CCN(C(C)C)C(C)C. Product: [CH2:1]([O:3][C:4](=[O:13])[C:5]1[CH:6]=[C:7]([S:63][CH2:62][C:61]2[CH:64]=[CH:65][C:58]([O:57][CH3:56])=[CH:59][CH:60]=2)[CH:8]=[C:9]([F:11])[CH:10]=1)[CH3:2]. The catalyst class is: 62. (2) Reactant: [NH2:1][CH2:2][C:3]1[CH:8]=[CH:7][CH:6]=[CH:5][C:4]=1[NH:9][C:10]1[CH:15]=[CH:14][C:13]([C:16]([C:18]2[CH:23]=[CH:22][CH:21]=[CH:20][C:19]=2[CH3:24])=[O:17])=[C:12]([Cl:25])[CH:11]=1.[CH2:26]([O:28][P:29]([CH2:34][C:35](O)=[O:36])([O:31][CH2:32][CH3:33])=[O:30])[CH3:27].C1(N=C=NC2CCCCC2)CCCCC1. Product: [Cl:25][C:12]1[CH:11]=[C:10]([NH:9][C:4]2[CH:5]=[CH:6][CH:7]=[CH:8][C:3]=2[CH2:2][NH:1][C:35](=[O:36])[CH2:34][P:29](=[O:30])([O:31][CH2:32][CH3:33])[O:28][CH2:26][CH3:27])[CH:15]=[CH:14][C:13]=1[C:16]([C:18]1[CH:23]=[CH:22][CH:21]=[CH:20][C:19]=1[CH3:24])=[O:17]. The catalyst class is: 2.